This data is from Catalyst prediction with 721,799 reactions and 888 catalyst types from USPTO. The task is: Predict which catalyst facilitates the given reaction. (1) Reactant: [CH:1]1[C:6]([C:7]2[C:16](=[O:17])[C:15]3[CH:14]=[CH:13][C:12](O[C@@H]4O[C@H](CO)[C@@H](O)[C@H](O)[C@H]4O)=[CH:11][C:10]=3[O:9][CH:8]=2)=[CH:5][CH:4]=[C:3](O)[CH:2]=1.C1C(C2C(=O)C3C(O)=CC(O[C@@H]4O[C@H](CO)[C@@H](O)[C@H](O)[C@H]4O)=CC=3OC=2)=CC=C(O)C=1.COC1C=C2C(C(C3C=CC(O)=CC=3)=COC2=CC=1O[C@@H]1O[C@H](CO)[C@@H](O)[C@H](O)[C@H]1O)=O.C1C(C2C(=O)C3C=CC(O)=CC=3OC=2)=CC=C(O)C=1.C1C(C2C(=O)C3C(O)=CC(O)=CC=3OC=2)=CC=C(O)C=1.COC1C=C2C(=O)C(C3C=CC(O)=CC=3)=COC2=CC=1O.C1C(C2C(=O)C3C=CC(O[C@@H]4O[C@H](COC(CC(O)=O)=O)[C@@H](O)[C@H](O)[C@H]4O)=CC=3OC=2)=CC=C(O)C=1.C1C(C2C(=O)C3C(=CC(O[C@@H]4O[C@H](COC(CC(O)=O)=O)[C@@H](O)[C@H](O)[C@H]4O)=CC=3O)OC=2)=CC=C(O)C=1.COC1C=C2C(C(C3C=CC(O)=CC=3)=COC2=CC=1O[C@@H]1O[C@H](COC(CC(O)=O)=O)[C@@H](O)[C@H](O)[C@H]1O)=O.COC[C@H]1O[C@@H](OC2C=CC3C(C(C4C=CC(O)=CC=4)=COC=3C=2)=O)[C@H](O)[C@@H](O)[C@@H]1O.CC(OC[C@H]1O[C@@H](OC2C=C3OC=C(C4C=CC(O)=CC=4)C(=O)C3=CC=2OC)[C@H](O)[C@@H](O)[C@@H]1O)=O. Product: [O:9]1[C:10]2[C:15](=[CH:14][CH:13]=[CH:12][CH:11]=2)[C:16](=[O:17])[C:7]([C:6]2[CH:1]=[CH:2][CH:3]=[CH:4][CH:5]=2)=[CH:8]1. The catalyst class is: 8. (2) Reactant: C[O:2][C:3]1[CH:8]=[CH:7][C:6]([O:9]C)=[CH:5][C:4]=1[C:11](=[O:21])[CH2:12][C:13]1[CH:18]=[CH:17][CH:16]=[C:15]([O:19]C)[CH:14]=1.B(Br)(Br)Br. Product: [OH:2][C:3]1[CH:8]=[CH:7][C:6]([OH:9])=[CH:5][C:4]=1[C:11](=[O:21])[CH2:12][C:13]1[CH:18]=[CH:17][CH:16]=[C:15]([OH:19])[CH:14]=1. The catalyst class is: 2. (3) Reactant: [C:1]([C:4]1[CH:9]=[CH:8][C:7]([NH:10][C:11]([C:13]2[N:14](COCC[Si](C)(C)C)[CH:15]=[C:16]([C:18]#[N:19])[N:17]=2)=[O:12])=[C:6]([C:28]2[CH2:33][CH2:32][C:31]([CH3:35])([CH3:34])[CH2:30][CH:29]=2)[CH:5]=1)(=[O:3])[NH2:2].[F-].C([N+](CCCC)(CCCC)CCCC)CCC. Product: [C:1]([C:4]1[CH:9]=[CH:8][C:7]([NH:10][C:11]([C:13]2[NH:14][CH:15]=[C:16]([C:18]#[N:19])[N:17]=2)=[O:12])=[C:6]([C:28]2[CH2:33][CH2:32][C:31]([CH3:35])([CH3:34])[CH2:30][CH:29]=2)[CH:5]=1)(=[O:3])[NH2:2]. The catalyst class is: 100. (4) Reactant: [H-].[Na+].C(OP([CH2:11][C:12]([O:14][CH3:15])=[O:13])(OCC)=O)C.[CH3:16][C:17]([N:21]1[CH:25]=[C:24]([C:26]2[CH:27]=[N:28][CH:29]=[CH:30][CH:31]=2)[N:23]=[CH:22]1)([CH3:20])[CH:18]=O.O. Product: [CH3:15][O:14][C:12](=[O:13])[CH2:11][CH2:18][C:17]([CH3:20])([N:21]1[CH:25]=[C:24]([C:26]2[CH:27]=[N:28][CH:29]=[CH:30][CH:31]=2)[N:23]=[CH:22]1)[CH3:16]. The catalyst class is: 1.